Dataset: Reaction yield outcomes from USPTO patents with 853,638 reactions. Task: Predict the reaction yield, written as a fraction of the theoretical maximum amount of product (1.0 means a 100% yield; for example, 0.34 means a 34% yield). (1) The reactants are [N:1]1[CH:6]=[CH:5][CH:4]=[C:3]([NH:7][C:8](=[O:10])[O-])[N:2]=1.[F:11][C:12]1[CH:17]=[C:16]([F:18])[CH:15]=[CH:14][C:13]=1[C:19]1[CH:24]=[C:23]([N:25]2[CH2:30][CH2:29][NH:28][CH2:27][CH2:26]2)[CH:22]=[CH:21][N:20]=1. The catalyst is O1CCCC1.CCCCCC. The product is [F:11][C:12]1[CH:17]=[C:16]([F:18])[CH:15]=[CH:14][C:13]=1[C:19]1[CH:24]=[C:23]([N:25]2[CH2:26][CH2:27][N:28]([C:8]([NH:7][C:3]3[N:2]=[N:1][CH:6]=[CH:5][CH:4]=3)=[O:10])[CH2:29][CH2:30]2)[CH:22]=[CH:21][N:20]=1. The yield is 0.570. (2) The reactants are [CH3:1][O:2][C:3]([CH:5](P(OC)(OC)=O)[NH:6][C:7]([O:9][CH2:10][C:11]1[CH:16]=[CH:15][CH:14]=[CH:13][CH:12]=1)=[O:8])=[O:4].[F:23][C:24]1[CH:31]=[CH:30][C:29]([F:32])=[CH:28][C:25]=1[CH:26]=O.C1CCN2C(=NCCC2)CC1. The catalyst is ClCCl. The product is [CH2:10]([O:9][C:7]([NH:6]/[C:5](=[CH:26]\[C:25]1[CH:28]=[C:29]([F:32])[CH:30]=[CH:31][C:24]=1[F:23])/[C:3]([O:2][CH3:1])=[O:4])=[O:8])[C:11]1[CH:12]=[CH:13][CH:14]=[CH:15][CH:16]=1. The yield is 0.820.